Dataset: Reaction yield outcomes from USPTO patents with 853,638 reactions. Task: Predict the reaction yield, written as a fraction of the theoretical maximum amount of product (1.0 means a 100% yield; for example, 0.34 means a 34% yield). (1) The reactants are CS(O[CH2:6][CH2:7][N:8]1[CH:12]=[C:11]([C:13]2[CH:18]=[C:17]([C:19]([O:21]C)=[O:20])[CH:16]=[CH:15][N:14]=2)[N:10]=[CH:9]1)(=O)=O.[Cl:23][C:24]1[CH:25]=[C:26]2[C:31](=[CH:32][CH:33]=1)[NH:30][CH2:29][CH2:28][CH2:27]2. The yield is 0.0900. No catalyst specified. The product is [Cl:23][C:24]1[CH:25]=[C:26]2[C:31](=[CH:32][CH:33]=1)[N:30]([CH2:6][CH2:7][N:8]1[CH:12]=[C:11]([C:13]3[CH:18]=[C:17]([C:19]([OH:21])=[O:20])[CH:16]=[CH:15][N:14]=3)[N:10]=[CH:9]1)[CH2:29][CH2:28][CH2:27]2. (2) The reactants are [N:1]1([C:12]([O:14][C:15]([CH3:18])([CH3:17])[CH3:16])=[O:13])[CH2:6][CH2:5][CH:4]([C:7]([O:9][CH2:10][CH3:11])=[O:8])[CH2:3][CH2:2]1.C[Si](C)(C)[N-][Si](C)(C)C.[K+].Br[CH2:30][CH:31]=[CH2:32].[Cl-].[NH4+]. The catalyst is O1CCCC1.O. The product is [CH2:32]([C:4]1([C:7]([O:9][CH2:10][CH3:11])=[O:8])[CH2:3][CH2:2][N:1]([C:12]([O:14][C:15]([CH3:17])([CH3:16])[CH3:18])=[O:13])[CH2:6][CH2:5]1)[CH:31]=[CH2:30]. The yield is 1.00. (3) The reactants are [C:1]([O:5][C:6]([NH:8][CH2:9][CH2:10][CH2:11][CH2:12][CH2:13][NH2:14])=[O:7])([CH3:4])([CH3:3])[CH3:2].C(N(CC)CC)C.[Cl:22][CH2:23][CH2:24][S:25](Cl)(=[O:27])=[O:26]. The catalyst is ClCCl. The product is [C:1]([O:5][C:6]([NH:8][CH2:9][CH2:10][CH2:11][CH2:12][CH2:13][NH:14][S:25]([CH2:24][CH2:23][Cl:22])(=[O:27])=[O:26])=[O:7])([CH3:4])([CH3:3])[CH3:2]. The yield is 1.00. (4) The reactants are [OH:1][C:2]([CH3:35])([CH3:34])[CH2:3][C@@:4]1([C:28]2[CH:33]=[CH:32][CH:31]=[CH:30][CH:29]=2)[O:9][C:8](=[O:10])[N:7]([C@H:11]([C:13]2[CH:18]=[CH:17][C:16](B3OC(C)(C)C(C)(C)O3)=[CH:15][CH:14]=2)[CH3:12])[CH2:6][CH2:5]1.Cl[C:37]1[N:42]=[CH:41][C:40]([C:43]2([C:46]#[N:47])[CH2:45][CH2:44]2)=[CH:39][CH:38]=1. No catalyst specified. The product is [OH:1][C:2]([CH3:34])([CH3:35])[CH2:3][C@@:4]1([C:28]2[CH:33]=[CH:32][CH:31]=[CH:30][CH:29]=2)[O:9][C:8](=[O:10])[N:7]([C@H:11]([C:13]2[CH:14]=[CH:15][C:16]([C:37]3[N:42]=[CH:41][C:40]([C:43]4([C:46]#[N:47])[CH2:45][CH2:44]4)=[CH:39][CH:38]=3)=[CH:17][CH:18]=2)[CH3:12])[CH2:6][CH2:5]1. The yield is 0.480. (5) The reactants are [Br:1][C:2]1[CH:6]=[CH:5][NH:4][C:3]=1[C:7]([O:9][CH3:10])=[O:8].[OH-].[Na+].[OH-].[NH4+:14].[Cl-].[NH4+].Cl[O-].[Na+]. The catalyst is CCCCCCCC[N+](CCCCCCCC)(CCCCCCCC)C.[Cl-]. The product is [NH2:14][N:4]1[CH:5]=[CH:6][C:2]([Br:1])=[C:3]1[C:7]([O:9][CH3:10])=[O:8]. The yield is 0.230. (6) The reactants are [I:1][C:2]1[CH:7]=[CH:6][C:5]([N:8]2[CH2:13][CH2:12][NH:11][CH2:10][CH2:9]2)=[CH:4][CH:3]=1.CCN(C(C)C)C(C)C.Cl[CH2:24][CH2:25][OH:26]. The catalyst is CC#N.O.C([O-])(O)=O.[Na+]. The product is [I:1][C:2]1[CH:3]=[CH:4][C:5]([N:8]2[CH2:13][CH2:12][N:11]([CH2:24][CH2:25][OH:26])[CH2:10][CH2:9]2)=[CH:6][CH:7]=1. The yield is 0.810. (7) The reactants are [F:1][C:2]1[CH:3]=[C:4]([S:9][C:10]2[CH:11]=[C:12]3[C:18]([NH:19][C:20](=O)[C:21]4[CH:26]=[CH:25][C:24]([N:27]5[CH2:32][CH2:31][N:30]([CH3:33])[CH2:29][CH2:28]5)=[CH:23][C:22]=4[NH:34][CH:35]4[CH2:40][CH2:39][O:38][CH2:37][CH2:36]4)=[N:17][NH:16][C:13]3=[N:14][CH:15]=2)[CH:5]=[C:6]([F:8])[CH:7]=1.[H-].[H-].[H-].[H-].[Li+].[Al+3].O.[OH-].[Na+]. The catalyst is O1CCCC1. The product is [F:1][C:2]1[CH:3]=[C:4]([S:9][C:10]2[CH:11]=[C:12]3[C:18]([NH:19][CH2:20][C:21]4[CH:26]=[CH:25][C:24]([N:27]5[CH2:32][CH2:31][N:30]([CH3:33])[CH2:29][CH2:28]5)=[CH:23][C:22]=4[NH:34][CH:35]4[CH2:36][CH2:37][O:38][CH2:39][CH2:40]4)=[N:17][NH:16][C:13]3=[N:14][CH:15]=2)[CH:5]=[C:6]([F:8])[CH:7]=1. The yield is 0.170.